This data is from Full USPTO retrosynthesis dataset with 1.9M reactions from patents (1976-2016). The task is: Predict the reactants needed to synthesize the given product. (1) Given the product [ClH:26].[CH3:20][C:21]1[NH:1][C:4]2[C:5]([N:10]3[CH2:19][CH2:18][C:17]4[C:12](=[CH:13][CH:14]=[CH:15][CH:16]=4)[CH2:11]3)=[CH:6][N:7]=[CH:8][C:9]=2[C:22]=1[CH3:23], predict the reactants needed to synthesize it. The reactants are: [N+:1]([C:4]1[CH:9]=[CH:8][N:7]=[CH:6][C:5]=1[N:10]1[CH2:19][CH2:18][C:17]2[C:12](=[CH:13][CH:14]=[CH:15][CH:16]=2)[CH2:11]1)([O-])=O.[CH3:20][C:21]([Mg]Br)=[CH:22][CH3:23].[Cl-:26].[NH4+]. (2) Given the product [CH:1]1([O:6][C:7]2[CH:12]=[CH:11][C:10]([F:13])=[CH:9][C:8]=2[N:14]2[CH2:19][CH2:18][N:17]([CH2:20][CH2:21][CH2:22][N:23]3[C:31](=[O:32])[CH:30]4[CH:25]([CH2:26][CH:27]([OH:33])[CH:28]([F:41])[CH2:29]4)[C:24]3=[O:34])[CH2:16][CH2:15]2)[CH2:5][CH2:4][CH2:3][CH2:2]1, predict the reactants needed to synthesize it. The reactants are: [CH:1]1([O:6][C:7]2[CH:12]=[CH:11][C:10]([F:13])=[CH:9][C:8]=2[N:14]2[CH2:19][CH2:18][N:17]([CH2:20][CH2:21][CH2:22][N:23]3[C:31](=[O:32])[CH:30]4[CH:25]([CH2:26][CH:27]5[O:33][CH:28]5[CH2:29]4)[C:24]3=[O:34])[CH2:16][CH2:15]2)[CH2:5][CH2:4][CH2:3][CH2:2]1.C(S(F)(F)([F:41])(CC)N)C. (3) Given the product [CH3:1][O:2][C:3](=[O:29])[C:4]1[CH:9]=[CH:8][C:7]([O:10][CH2:11][CH2:12][N:13]([C:20]2[O:24][C:23]3[CH:25]=[CH:26][CH:27]=[C:28]([N:37]4[CH2:40][CH2:39][CH2:38]4)[C:22]=3[CH:21]=2)[C:14](=[O:19])[CH:15]=[CH:16][CH3:17])=[CH:6][CH:5]=1, predict the reactants needed to synthesize it. The reactants are: [CH3:1][O:2][C:3](=[O:29])[C:4]1[CH:9]=[CH:8][C:7]([O:10][CH2:11][CH2:12][N:13]([C:20]2[O:24][C:23]3[CH:25]=[CH:26][CH:27]=[CH:28][C:22]=3[CH:21]=2)[C:14](=[O:19])[CH:15]=[CH:16][CH2:17]Br)=[CH:6][CH:5]=1.C(=O)([O-])[O-].[K+].[K+].Cl.[NH:37]1[CH2:40][CH2:39][CH2:38]1. (4) Given the product [C:20]([C:24]1[CH:25]=[C:26]([NH:42][C:17](=[O:19])[CH2:16][C:13]2[CH:12]=[CH:11][C:10]([N:3]3[C:4]4=[N:5][CH:6]=[CH:7][CH:8]=[C:9]4[N:1]=[CH:2]3)=[CH:15][CH:14]=2)[N:27]([C:29]2[CH:34]=[CH:33][CH:32]=[C:31]([CH2:35][N:36]3[CH2:37][CH2:38][O:39][CH2:40][CH2:41]3)[CH:30]=2)[N:28]=1)([CH3:23])([CH3:21])[CH3:22], predict the reactants needed to synthesize it. The reactants are: [N:1]1[C:9]2[C:4](=[N:5][CH:6]=[CH:7][CH:8]=2)[N:3]([C:10]2[CH:15]=[CH:14][C:13]([CH2:16][C:17]([OH:19])=O)=[CH:12][CH:11]=2)[CH:2]=1.[C:20]([C:24]1[CH:25]=[C:26]([NH2:42])[N:27]([C:29]2[CH:34]=[CH:33][CH:32]=[C:31]([CH2:35][N:36]3[CH2:41][CH2:40][O:39][CH2:38][CH2:37]3)[CH:30]=2)[N:28]=1)([CH3:23])([CH3:22])[CH3:21]. (5) The reactants are: [CH3:1][C:2]1[C:7]([CH3:8])=[CH:6][CH:5]=[CH:4][C:3]=1[S:9][CH3:10].[Br:11]Br. Given the product [CH3:8][C:7]1[C:2]([CH3:1])=[C:3]([S:9][CH3:10])[CH:4]=[CH:5][C:6]=1[Br:11], predict the reactants needed to synthesize it. (6) Given the product [F:17][C:18]([F:31])([F:30])[S:19]([O:8][CH2:7][CH:2]1[CH2:3][CH2:4][CH2:5][CH2:6][O:1]1)(=[O:21])=[O:20], predict the reactants needed to synthesize it. The reactants are: [O:1]1[CH2:6][CH2:5][CH2:4][CH2:3][CH:2]1[CH2:7][OH:8].N1C(C)=CC=CC=1C.[F:17][C:18]([F:31])([F:30])[S:19](O[S:19]([C:18]([F:31])([F:30])[F:17])(=[O:21])=[O:20])(=[O:21])=[O:20].